This data is from Full USPTO retrosynthesis dataset with 1.9M reactions from patents (1976-2016). The task is: Predict the reactants needed to synthesize the given product. (1) Given the product [Br:1][C:2]1[CH:3]=[C:4]2[C:9](=[CH:10][CH:11]=1)[CH:8]=[N:7][C:6]([C:12]([NH:22][CH2:21][C:20]1[CH:23]=[CH:24][C:17]([Cl:16])=[CH:18][CH:19]=1)=[O:14])=[C:5]2[OH:15], predict the reactants needed to synthesize it. The reactants are: [Br:1][C:2]1[CH:3]=[C:4]2[C:9](=[CH:10][CH:11]=1)[CH:8]=[N:7][C:6]([C:12]([OH:14])=O)=[C:5]2[OH:15].[Cl:16][C:17]1[CH:24]=[CH:23][C:20]([CH2:21][NH2:22])=[CH:19][CH:18]=1.Cl.CN(C)CCCN=C=NCC.O.ON1C2C=CC=CC=2N=N1. (2) Given the product [I:1][C:2]1[CH:3]=[CH:4][C:5]2[N:6]([C:8]([CH3:14])=[C:9]([C:11]([NH2:16])=[O:12])[N:10]=2)[CH:7]=1, predict the reactants needed to synthesize it. The reactants are: [I:1][C:2]1[CH:3]=[CH:4][C:5]2[N:6]([C:8]([CH3:14])=[C:9]([C:11](O)=[O:12])[N:10]=2)[CH:7]=1.C[N:16](C(ON1N=NC2C=CC=NC1=2)=[N+](C)C)C.F[P-](F)(F)(F)(F)F.C(N(CC)CC)C.[NH4+].[Cl-]. (3) Given the product [C:37]([C:23]1[CH:24]=[C:25]([C:2]2[N:6]([CH2:7][CH:9]3[CH2:10][CH2:11][CH2:12][CH2:13][CH2:14]3)[C:5]([CH3:15])=[C:4]([C:16]([O:18][CH2:19][CH3:20])=[O:17])[CH:3]=2)[CH:26]=[CH:27][C:22]=1[OH:21])(=[O:39])[CH3:38], predict the reactants needed to synthesize it. The reactants are: Br[C:2]1[N:6]([CH:7]([CH:9]2[CH2:14][CH2:13][CH2:12][CH2:11][CH2:10]2)C)[C:5]([CH3:15])=[C:4]([C:16]([O:18][CH2:19][CH3:20])=[O:17])[CH:3]=1.[OH:21][C:22]1[CH:27]=[CH:26][C:25](B2OC(C)(C)C(C)(C)O2)=[CH:24][C:23]=1[C:37](=[O:39])[CH3:38].C([O-])([O-])=O.[Cs+].[Cs+].